Dataset: Forward reaction prediction with 1.9M reactions from USPTO patents (1976-2016). Task: Predict the product of the given reaction. (1) Given the reactants [CH2:1]([C:3]1[CH:8]=[CH:7][C:6]([NH:9][CH2:10][C:11]2[CH:16]=[CH:15][C:14]([N:17]3[CH2:22][CH2:21][O:20][CH2:19][CH2:18]3)=[CH:13][CH:12]=2)=[CH:5][CH:4]=1)[CH3:2].[CH:23]([C:26]1[CH:31]=[CH:30][CH:29]=[C:28]([CH:32]([CH3:34])[CH3:33])[C:27]=1[N:35]=[C:36]=[O:37])([CH3:25])[CH3:24], predict the reaction product. The product is: [CH:23]([C:26]1[CH:31]=[CH:30][CH:29]=[C:28]([CH:32]([CH3:33])[CH3:34])[C:27]=1[NH:35][C:36](=[O:37])[N:9]([C:6]1[CH:7]=[CH:8][C:3]([CH2:1][CH3:2])=[CH:4][CH:5]=1)[CH2:10][C:11]1[CH:16]=[CH:15][C:14]([N:17]2[CH2:18][CH2:19][O:20][CH2:21][CH2:22]2)=[CH:13][CH:12]=1)([CH3:24])[CH3:25]. (2) Given the reactants [CH3:1][O:2][C:3]1[CH:8]=[CH:7][C:6]([N:9]2[C:13](=[O:14])[C:12](=[O:15])[CH:11](C)[NH:10]2)=[CH:5][CH:4]=1.COC1C=CC(N2C(=O)C(=O)C(C3C=CC=C(OC)C=3)N2)=CC=1.COC1C=CC(N2C(=O)C(=O)C(C3C=CC=CC=3)N2)=CC=1.COC1C=CC(N2C(=O)C(=O)C(C3C=CC(Cl)=CC=3)N2)=CC=1.COC1C=CC(N2C(=O)C(=O)C(C3C=CC(OC)=CC=3)N2)=CC=1.COC1C=CC(N2C(=O)C(=O)C(C3C=CC=C([N+]([O-])=O)C=3)N2)=CC=1.COC1C=CC(N2C(=O)C(=O)C(OC)N2)=CC=1.COC1C=CC(N2C(=O)C(=O)C(OCC)N2)=CC=1.COC1C=CC(N2C(=O)C(=O)C(N(C)C)N2)=CC=1.COC1C=CC(N2C(=O)C(=O)C(N(CC)CC)N2)=CC=1.COC1C=CC(N2C(=O)C(=O)C(NC(=O)C)N2)=CC=1.COC1C=CC(N2C(=O)C(=O)C(C(O)=O)N2)=CC=1.COC1C=CC(N2C(=O)C(=O)C(C(OC)=O)N2)=CC=1.COC1C=CC(N2C(=O)C(=O)C(C(OCC)=O)N2)=CC=1, predict the reaction product. The product is: [CH3:1][O:2][C:3]1[CH:4]=[CH:5][C:6]([N:9]2[C:13](=[O:14])[C:12](=[O:15])[CH2:11][NH:10]2)=[CH:7][CH:8]=1. (3) Given the reactants C([O:3][C:4]([C:6]1[CH:7]=[C:8]2[C:13](=[CH:14][CH:15]=1)[N:12]=[C:11]([N:16]1[CH:20]=[CH:19][N:18]=[CH:17]1)[N:10]=[C:9]2[NH:21][CH2:22][C:23]1[CH:28]=[CH:27][CH:26]=[CH:25][CH:24]=1)=O)C.C1(CNC2C3C(=CC=CC=3)N=C(N3C=CN=C3)N=2)C=CC=CC=1.[BH4-].[Li+], predict the reaction product. The product is: [OH:3][CH2:4][C:6]1[CH:7]=[C:8]2[C:13](=[CH:14][CH:15]=1)[N:12]=[C:11]([N:16]1[CH:20]=[CH:19][N:18]=[CH:17]1)[N:10]=[C:9]2[NH:21][CH2:22][C:23]1[CH:28]=[CH:27][CH:26]=[CH:25][CH:24]=1. (4) Given the reactants [F:1][C:2]([F:43])([F:42])[CH2:3][CH2:4][CH:5]([NH:22][C:23]1[CH:41]=[CH:40][C:26]([C:27]([N:29]2[CH2:34][CH2:33][CH2:32][C@@H:31]([C:35]([O:37]CC)=[O:36])[CH2:30]2)=[O:28])=[CH:25][CH:24]=1)[C:6]1[CH:11]=[CH:10][C:9]([N:12]2[CH:20]=[C:19]3[C:14]([CH2:15][CH2:16][CH2:17][CH2:18]3)=[N:13]2)=[CH:8][C:7]=1[CH3:21].C1COCC1.[OH-].[Na+].Cl, predict the reaction product. The product is: [F:43][C:2]([F:1])([F:42])[CH2:3][CH2:4][CH:5]([NH:22][C:23]1[CH:41]=[CH:40][C:26]([C:27]([N:29]2[CH2:34][CH2:33][CH2:32][C@@H:31]([C:35]([OH:37])=[O:36])[CH2:30]2)=[O:28])=[CH:25][CH:24]=1)[C:6]1[CH:11]=[CH:10][C:9]([N:12]2[CH:20]=[C:19]3[C:14]([CH2:15][CH2:16][CH2:17][CH2:18]3)=[N:13]2)=[CH:8][C:7]=1[CH3:21]. (5) Given the reactants [CH3:1][O:2][C:3]1[CH:4]=[C:5]([CH:8]=[C:9]([O:11][CH3:12])[CH:10]=1)[C:6]#[N:7].[NH3:13], predict the reaction product. The product is: [CH3:12][O:11][C:9]1[CH:8]=[C:5]([CH:4]=[C:3]([O:2][CH3:1])[CH:10]=1)[C:6]([NH2:13])=[NH:7]. (6) Given the reactants [CH:1]1([CH2:6][CH:7]([C:18]2[NH:29][C:21]3=[N:22][CH:23]=[C:24]([C:26]([OH:28])=O)[CH:25]=[C:20]3[CH:19]=2)[C:8]2[CH:13]=[CH:12][C:11]([S:14]([CH3:17])(=[O:16])=[O:15])=[CH:10][CH:9]=2)[CH2:5][CH2:4][CH2:3][CH2:2]1.[CH:30]([NH2:33])([CH3:32])[CH3:31].CN1CCOCC1.O.ON1C2C=CC=CC=2N=N1.Cl.CN(C)CCCN=C=NCC, predict the reaction product. The product is: [CH:30]([NH:33][C:26]([C:24]1[CH:25]=[C:20]2[CH:19]=[C:18]([CH:7]([C:8]3[CH:13]=[CH:12][C:11]([S:14]([CH3:17])(=[O:15])=[O:16])=[CH:10][CH:9]=3)[CH2:6][CH:1]3[CH2:5][CH2:4][CH2:3][CH2:2]3)[NH:29][C:21]2=[N:22][CH:23]=1)=[O:28])([CH3:32])[CH3:31]. (7) Given the reactants [S:1]1[C:5]2[CH:6]=[CH:7][CH:8]=[CH:9][C:4]=2[C:3]([N:10]2[CH2:15][CH2:14][N:13]([CH2:16][CH2:17][C:18]3[CH:19]=[C:20]4[C:24](=[CH:25][CH:26]=3)[C:23]([CH3:28])([CH3:27])[C:22](=[NH:29])[C:21]4([CH3:31])[CH3:30])[CH2:12][CH2:11]2)=[N:2]1.[BH4-].[Na+], predict the reaction product. The product is: [S:1]1[C:5]2[CH:6]=[CH:7][CH:8]=[CH:9][C:4]=2[C:3]([N:10]2[CH2:15][CH2:14][N:13]([CH2:16][CH2:17][C:18]3[CH:19]=[C:20]4[C:24](=[CH:25][CH:26]=3)[C:23]([CH3:27])([CH3:28])[CH:22]([NH2:29])[C:21]4([CH3:31])[CH3:30])[CH2:12][CH2:11]2)=[N:2]1.